From a dataset of NCI-60 drug combinations with 297,098 pairs across 59 cell lines. Regression. Given two drug SMILES strings and cell line genomic features, predict the synergy score measuring deviation from expected non-interaction effect. (1) Drug 1: CN(C(=O)NC(C=O)C(C(C(CO)O)O)O)N=O. Drug 2: C1CNP(=O)(OC1)N(CCCl)CCCl. Cell line: NCI-H460. Synergy scores: CSS=-0.715, Synergy_ZIP=0.378, Synergy_Bliss=-0.764, Synergy_Loewe=-1.47, Synergy_HSA=-1.83. (2) Drug 1: CC(C1=C(C=CC(=C1Cl)F)Cl)OC2=C(N=CC(=C2)C3=CN(N=C3)C4CCNCC4)N. Drug 2: CC(C)(C#N)C1=CC(=CC(=C1)CN2C=NC=N2)C(C)(C)C#N. Cell line: SK-MEL-5. Synergy scores: CSS=-1.14, Synergy_ZIP=3.77, Synergy_Bliss=4.60, Synergy_Loewe=-0.230, Synergy_HSA=-0.740. (3) Drug 1: C1=NC2=C(N=C(N=C2N1C3C(C(C(O3)CO)O)F)Cl)N. Drug 2: C1=NNC2=C1C(=O)NC=N2. Cell line: U251. Synergy scores: CSS=-1.90, Synergy_ZIP=3.87, Synergy_Bliss=4.71, Synergy_Loewe=-0.855, Synergy_HSA=-0.166. (4) Drug 1: CCCS(=O)(=O)NC1=C(C(=C(C=C1)F)C(=O)C2=CNC3=C2C=C(C=N3)C4=CC=C(C=C4)Cl)F. Drug 2: CCN(CC)CCCC(C)NC1=C2C=C(C=CC2=NC3=C1C=CC(=C3)Cl)OC. Cell line: NCI-H322M. Synergy scores: CSS=33.8, Synergy_ZIP=5.17, Synergy_Bliss=9.15, Synergy_Loewe=-3.42, Synergy_HSA=3.76.